This data is from Full USPTO retrosynthesis dataset with 1.9M reactions from patents (1976-2016). The task is: Predict the reactants needed to synthesize the given product. (1) Given the product [CH3:22][O:21][C:19](=[O:20])[C@@H:18]([N:13]1[CH2:12][C:11]2[C:15](=[CH:16][C:8]([C:5]3[CH:4]=[CH:3][C:2]([NH:1][C:35]([NH:34][C:29]4[CH:30]=[C:31]([F:33])[CH:32]=[C:27]([F:26])[CH:28]=4)=[O:36])=[CH:7][CH:6]=3)=[CH:9][CH:10]=2)[C:14]1=[O:17])[CH:23]([CH3:25])[CH3:24], predict the reactants needed to synthesize it. The reactants are: [NH2:1][C:2]1[CH:7]=[CH:6][C:5]([C:8]2[CH:16]=[C:15]3[C:11]([CH2:12][N:13]([C@@H:18]([CH:23]([CH3:25])[CH3:24])[C:19]([O:21][CH3:22])=[O:20])[C:14]3=[O:17])=[CH:10][CH:9]=2)=[CH:4][CH:3]=1.[F:26][C:27]1[CH:28]=[C:29]([N:34]=[C:35]=[O:36])[CH:30]=[C:31]([F:33])[CH:32]=1. (2) The reactants are: CCOCC.[CH:6]1([Mg]Cl)[CH2:11][CH2:10][CH2:9][CH2:8][CH2:7]1.[CH2:14]([O:16][C:17]([C:19]1[CH:20]=[N:21][N:22]([C:24]2[NH:33][C:32](=[O:34])[C:31]3[C:26](=[CH:27][C:28]([F:36])=[C:29](Br)[CH:30]=3)[N:25]=2)[CH:23]=1)=[O:18])[CH3:15].Cl. Given the product [CH2:14]([O:16][C:17]([C:19]1[CH:20]=[N:21][N:22]([C:24]2[NH:33][C:32](=[O:34])[C:31]3[C:26](=[CH:27][C:28]([F:36])=[C:29]([CH:6]4[CH2:11][CH2:10][CH2:9][CH2:8][CH2:7]4)[CH:30]=3)[N:25]=2)[CH:23]=1)=[O:18])[CH3:15], predict the reactants needed to synthesize it. (3) Given the product [F:1][C:2]1[C:7]([O:8][CH3:9])=[CH:6][CH:5]=[C:4]2[C:3]=1[CH2:10][CH2:11][NH:12][CH:13]2[CH3:14], predict the reactants needed to synthesize it. The reactants are: [F:1][C:2]1[C:7]([O:8][CH3:9])=[CH:6][CH:5]=[CH:4][C:3]=1[CH2:10][CH2:11][NH2:12].[C:13](OC(=O)C)(=O)[CH3:14]. (4) Given the product [CH2:17]([C:13]1[C:12]([CH2:11][O:10][C:7]2[CH:8]=[CH:9][C:4]([C:3]([NH:35][CH:34]([CH3:39])[CH3:33])=[O:21])=[CH:5][N:6]=2)=[CH:16][O:15][N:14]=1)[CH2:18][CH2:19][CH3:20], predict the reactants needed to synthesize it. The reactants are: CO[C:3](=[O:21])[C:4]1[CH:9]=[CH:8][C:7]([O:10][CH2:11][C:12]2[C:13]([CH2:17][CH2:18][CH2:19][CH3:20])=[N:14][O:15][CH:16]=2)=[N:6][CH:5]=1.COC(=O)C1C=CC(OC[C:33]2[C:34]([CH2:39]CCC)=[N:35]OC=2C)=NC=1. (5) Given the product [NH2:1][C:2]1[CH:10]=[CH:9][C:8]([F:11])=[CH:7][C:3]=1[C:4]([N:73]1[CH2:74][CH2:75][CH:70]([CH2:69][O:68][C:58]2[C:57]([CH:54]3[CH2:55][CH2:56]3)=[CH:66][C:61]([C:62]([O:64][CH3:65])=[O:63])=[C:60]([F:67])[CH:59]=2)[CH2:71][CH2:72]1)=[O:6], predict the reactants needed to synthesize it. The reactants are: [NH2:1][C:2]1[CH:10]=[CH:9][C:8]([F:11])=[CH:7][C:3]=1[C:4]([OH:6])=O.F[P-](F)(F)(F)(F)F.N1(O[P+](N2CCCC2)(N2CCCC2)N2CCCC2)C2C=CC=CC=2N=N1.C(N(CC)C(C)C)(C)C.[CH:54]1([C:57]2[C:58]([O:68][CH2:69][CH:70]3[CH2:75][CH2:74][NH:73][CH2:72][CH2:71]3)=[CH:59][C:60]([F:67])=[C:61]([CH:66]=2)[C:62]([O:64][CH3:65])=[O:63])[CH2:56][CH2:55]1. (6) Given the product [Br:24][C:8]1[C:7]([CH2:1][CH2:2][CH2:3][CH2:4][CH2:5][CH3:6])=[N:12][CH:11]=[C:10]([CH2:14][CH2:15][CH2:16][CH2:17][CH2:18][CH3:19])[N:9]=1, predict the reactants needed to synthesize it. The reactants are: [CH2:1]([CH:7]1[NH:12][C:11](=O)[CH:10]([CH2:14][CH2:15][CH2:16][CH2:17][CH2:18][CH3:19])[NH:9][C:8]1=O)[CH2:2][CH2:3][CH2:4][CH2:5][CH3:6].P(Br)(Br)(O[Br:24])=O. (7) Given the product [CH3:11][S:12]([C:15]1[CH:16]=[CH:17][C:18]([O:19][C:20]2[C:21]([N:35]3[CH2:39][CH2:38][CH2:37][CH:36]3[C:40](=[O:42])[CH3:41])=[CH:22][C:23]3[NH:27][C:26]([C:28]4[CH:33]=[CH:32][CH:31]=[CH:30][N:29]=4)=[N:25][C:24]=3[CH:34]=2)=[CH:43][CH:44]=1)(=[O:14])=[O:13], predict the reactants needed to synthesize it. The reactants are: C(Cl)(=O)C(Cl)=O.CS(C)=O.[CH3:11][S:12]([C:15]1[CH:44]=[CH:43][C:18]([O:19][C:20]2[C:21]([N:35]3[CH2:39][CH2:38][CH2:37][CH:36]3[CH:40]([OH:42])[CH3:41])=[CH:22][C:23]3[NH:27][C:26]([C:28]4[CH:33]=[CH:32][CH:31]=[CH:30][N:29]=4)=[N:25][C:24]=3[CH:34]=2)=[CH:17][CH:16]=1)(=[O:14])=[O:13].[Cl-].[NH4+]. (8) Given the product [CH3:1][C:2]1[S:3][C:4]2[CH:10]=[C:9]3[C:11]4([CH2:21][O:22][C:8]3=[CH:7][C:5]=2[N:6]=1)[C:19]1[C:14](=[CH:15][CH:16]=[CH:17][CH:18]=1)[N:13]([CH2:24][CH:25]1[CH2:30][CH2:29][O:28][CH2:27][CH2:26]1)[C:12]4=[O:20], predict the reactants needed to synthesize it. The reactants are: [CH3:1][C:2]1[S:3][C:4]2[CH:10]=[C:9]3[C:11]4([CH2:21][O:22][C:8]3=[CH:7][C:5]=2[N:6]=1)[C:19]1[C:14](=[CH:15][CH:16]=[CH:17][CH:18]=1)[NH:13][C:12]4=[O:20].Br[CH2:24][CH:25]1[CH2:30][CH2:29][O:28][CH2:27][CH2:26]1.BrCC1CCCCO1. (9) Given the product [CH:20]([C:22]1[O:23][CH:24]=[CH:25][C:26]=1[C:2]1[C:12]2[O:11][CH2:10][CH2:9][N:8]([C:13]([O:15][C:16]([CH3:19])([CH3:18])[CH3:17])=[O:14])[CH2:7][C:6]=2[CH:5]=[CH:4][CH:3]=1)=[O:21], predict the reactants needed to synthesize it. The reactants are: Br[C:2]1[C:12]2[O:11][CH2:10][CH2:9][N:8]([C:13]([O:15][C:16]([CH3:19])([CH3:18])[CH3:17])=[O:14])[CH2:7][C:6]=2[CH:5]=[CH:4][CH:3]=1.[CH:20]([C:22]1[O:23][CH:24]=[CH:25][C:26]=1B1OC(C)(C)C(C)(C)O1)=[O:21].C(=O)([O-])[O-].[Na+].[Na+].O. (10) Given the product [F:24][C:25]1[CH:30]=[C:29]([O:31][CH3:32])[C:28]([F:33])=[CH:27][C:26]=1[N:34]1[CH2:39][CH2:38][N:37]([S:48]([CH2:40][CH2:41][C:42]2[CH:47]=[CH:46][CH:45]=[CH:44][CH:43]=2)(=[O:50])=[O:49])[CH2:36][CH2:35]1, predict the reactants needed to synthesize it. The reactants are: Cl.Cl.COC1C=CC(N2CCNCC2)=CC=1.C(Cl)(=O)CC(C)C.[F:24][C:25]1[CH:30]=[C:29]([O:31][CH3:32])[C:28]([F:33])=[CH:27][C:26]=1[N:34]1[CH2:39][CH2:38][NH:37][CH2:36][CH2:35]1.[CH2:40]([S:48](Cl)(=[O:50])=[O:49])[CH2:41][C:42]1[CH:47]=[CH:46][CH:45]=[CH:44][CH:43]=1.